This data is from Forward reaction prediction with 1.9M reactions from USPTO patents (1976-2016). The task is: Predict the product of the given reaction. (1) Given the reactants [CH2:1]([O:8][C:9]([N:11]1[C:15]2[CH:16]=[N:17][CH:18]=[C:19]([O:20][CH:21]3[CH2:26][CH2:25][N:24](C(OC(C)(C)C)=O)[CH2:23][CH2:22]3)[C:14]=2[C:13]2[CH:34]=[C:35]([Br:38])[CH:36]=[N:37][C:12]1=2)=[O:10])[C:2]1[CH:7]=[CH:6][CH:5]=[CH:4][CH:3]=1, predict the reaction product. The product is: [CH2:1]([O:8][C:9]([N:11]1[C:15]2[CH:16]=[N:17][CH:18]=[C:19]([O:20][CH:21]3[CH2:26][CH2:25][NH:24][CH2:23][CH2:22]3)[C:14]=2[C:13]2[CH:34]=[C:35]([Br:38])[CH:36]=[N:37][C:12]1=2)=[O:10])[C:2]1[CH:7]=[CH:6][CH:5]=[CH:4][CH:3]=1. (2) Given the reactants C(OC([N:8]1[CH2:13][CH2:12][CH:11]([CH:14]2[O:32][C:17]3=[CH:18][N:19]=[C:20]([C:22]4[CH:27]=[CH:26][C:25]([S:28]([CH3:31])(=[O:30])=[O:29])=[CH:24][CH:23]=4)[CH:21]=[C:16]3[CH2:15]2)[CH2:10][CH2:9]1)=O)(C)(C)C.FC(F)(F)C(O)=O, predict the reaction product. The product is: [CH3:31][S:28]([C:25]1[CH:26]=[CH:27][C:22]([C:20]2[CH:21]=[C:16]3[CH2:15][CH:14]([CH:11]4[CH2:12][CH2:13][NH:8][CH2:9][CH2:10]4)[O:32][C:17]3=[CH:18][N:19]=2)=[CH:23][CH:24]=1)(=[O:29])=[O:30]. (3) Given the reactants Br[CH2:2][C:3]1[CH:8]=[CH:7][C:6]([N+:9]([O-:11])=[O:10])=[CH:5][C:4]=1[C:12]([F:15])([F:14])[F:13].[CH2:16]([N:18]1[CH2:23][CH2:22][NH:21][CH2:20][CH2:19]1)[CH3:17].CCN(C(C)C)C(C)C, predict the reaction product. The product is: [CH2:16]([N:18]1[CH2:23][CH2:22][N:21]([CH2:2][C:3]2[CH:8]=[CH:7][C:6]([N+:9]([O-:11])=[O:10])=[CH:5][C:4]=2[C:12]([F:15])([F:14])[F:13])[CH2:20][CH2:19]1)[CH3:17]. (4) Given the reactants [CH2:1]([NH:4][CH2:5][CH2:6][CH3:7])[CH2:2][CH3:3].Cl[CH2:9][C:10]1[CH:35]=[CH:34][C:13]([C:14]([NH:16][C:17]2[CH:18]=[CH:19][C:20]([O:23][C:24](=[O:33])[N:25]([CH3:32])[C:26]3[CH:31]=[CH:30][CH:29]=[CH:28][CH:27]=3)=[N:21][CH:22]=2)=[O:15])=[CH:12][CH:11]=1, predict the reaction product. The product is: [CH2:1]([N:4]([CH2:9][C:10]1[CH:11]=[CH:12][C:13]([C:14]([NH:16][C:17]2[CH:18]=[CH:19][C:20]([O:23][C:24](=[O:33])[N:25]([CH3:32])[C:26]3[CH:31]=[CH:30][CH:29]=[CH:28][CH:27]=3)=[N:21][CH:22]=2)=[O:15])=[CH:34][CH:35]=1)[CH2:5][CH2:6][CH3:7])[CH2:2][CH3:3]. (5) Given the reactants [Cl:1][C:2]1[CH:7]=[CH:6][C:5]([C:8]#[C:9][CH2:10][O:11][C:12]2[CH:17]=[CH:16][C:15]([S:18]([N:21]([CH2:23][C:24]([O:26]C(C)(C)C)=[O:25])[CH3:22])(=[O:20])=[O:19])=[CH:14][CH:13]=2)=[CH:4][CH:3]=1.[Li+].[OH-], predict the reaction product. The product is: [Cl:1][C:2]1[CH:7]=[CH:6][C:5]([C:8]#[C:9][CH2:10][O:11][C:12]2[CH:17]=[CH:16][C:15]([S:18]([N:21]([CH2:23][C:24]([OH:26])=[O:25])[CH3:22])(=[O:20])=[O:19])=[CH:14][CH:13]=2)=[CH:4][CH:3]=1. (6) The product is: [CH3:33][O:32][C:30](=[O:31])[CH2:29][O:20][C:14]1[CH:13]=[CH:12][C:11]2[C:16](=[CH:17][CH:18]=[C:9]([CH2:8][NH:7][C:6]([O:5][C:1]([CH3:4])([CH3:2])[CH3:3])=[O:21])[CH:10]=2)[C:15]=1[Br:19]. Given the reactants [C:1]([O:5][C:6](=[O:21])[NH:7][CH2:8][C:9]1[CH:18]=[CH:17][C:16]2[C:11](=[CH:12][CH:13]=[C:14]([OH:20])[C:15]=2[Br:19])[CH:10]=1)([CH3:4])([CH3:3])[CH3:2].C(=O)([O-])[O-].[K+].[K+].Br[CH2:29][C:30]([O:32][CH3:33])=[O:31], predict the reaction product.